From a dataset of Full USPTO retrosynthesis dataset with 1.9M reactions from patents (1976-2016). Predict the reactants needed to synthesize the given product. (1) Given the product [CH2:1]([C:8]1[CH:9]=[N:10][C:11]2[C:16]([C:17]=1[C:18]1[CH:19]=[C:20]([CH:29]=[CH:30][CH:31]=1)[O:21][C:22]1[CH:27]=[CH:26][C:25]([O:28][CH2:39][C:38]([OH:41])=[O:37])=[CH:24][CH:23]=1)=[CH:15][CH:14]=[CH:13][C:12]=2[C:32]([F:35])([F:33])[F:34])[C:2]1[CH:3]=[CH:4][CH:5]=[CH:6][CH:7]=1, predict the reactants needed to synthesize it. The reactants are: [CH2:1]([C:8]1[CH:9]=[N:10][C:11]2[C:16]([C:17]=1[C:18]1[CH:19]=[C:20]([CH:29]=[CH:30][CH:31]=1)[O:21][C:22]1[CH:27]=[CH:26][C:25]([OH:28])=[CH:24][CH:23]=1)=[CH:15][CH:14]=[CH:13][C:12]=2[C:32]([F:35])([F:34])[F:33])[C:2]1[CH:7]=[CH:6][CH:5]=[CH:4][CH:3]=1.C[O:37][C:38](=[O:41])[CH2:39]Br. (2) Given the product [Cl:14][C:3]1[C:4]([Cl:13])=[N:5][CH:6]=[C:7]([C:2]=1[NH:24][C:21]1([C:15]2[CH:20]=[CH:19][CH:18]=[CH:17][CH:16]=2)[CH2:23][CH2:22]1)[C:8]([O:10][CH2:11][CH3:12])=[O:9], predict the reactants needed to synthesize it. The reactants are: Cl[C:2]1[C:7]([C:8]([O:10][CH2:11][CH3:12])=[O:9])=[CH:6][N:5]=[C:4]([Cl:13])[C:3]=1[Cl:14].[C:15]1([C:21]2([NH2:24])[CH2:23][CH2:22]2)[CH:20]=[CH:19][CH:18]=[CH:17][CH:16]=1. (3) Given the product [CH2:38]([NH:40][C:4]([C:6]1[C:7](=[O:37])[C:8]2[CH:13]=[N:12][C:11]([NH:14][C:15]3[CH:20]=[CH:19][C:18]([N:21]4[CH2:26][CH2:25][N:24]([CH3:27])[CH2:23][CH2:22]4)=[CH:17][CH:16]=3)=[N:10][C:9]=2[N:28]([CH:30]2[CH2:35][CH:34]3[CH2:36][CH:31]2[CH2:32][CH2:33]3)[CH:29]=1)=[O:3])[CH3:39], predict the reactants needed to synthesize it. The reactants are: C([O:3][C:4]([C:6]1[C:7](=[O:37])[C:8]2[CH:13]=[N:12][C:11]([NH:14][C:15]3[CH:20]=[CH:19][C:18]([N:21]4[CH2:26][CH2:25][N:24]([CH3:27])[CH2:23][CH2:22]4)=[CH:17][CH:16]=3)=[N:10][C:9]=2[N:28]([CH:30]2[CH2:35][CH:34]3[CH2:36][CH:31]2[CH2:32][CH2:33]3)[CH:29]=1)=O)C.[CH2:38]([NH2:40])[CH3:39]. (4) Given the product [ClH:16].[NH2:11][C:10]1[C:2]([F:1])=[CH:3][C:4]([O:14][CH3:15])=[C:5]([CH:9]=1)[C:6]([NH2:8])=[O:7].[ClH:16], predict the reactants needed to synthesize it. The reactants are: [F:1][C:2]1[C:10]([N+:11]([O-])=O)=[CH:9][C:5]([C:6]([NH2:8])=[O:7])=[C:4]([O:14][CH3:15])[CH:3]=1.[ClH:16]. (5) The reactants are: Br[CH2:2][C:3]#[N:4].[Cl:5][C:6]1[CH:7]=[C:8]([NH:13][C:14]2[C:23]3[C:18](=[CH:19][C:20]([OH:26])=[C:21]([O:24][CH3:25])[CH:22]=3)[N:17]=[CH:16][N:15]=2)[CH:9]=[CH:10][C:11]=1[Cl:12].C(=O)([O-])[O-].[K+].[K+]. Given the product [Cl:5][C:6]1[CH:7]=[C:8]([NH:13][C:14]2[C:23]3[C:18](=[CH:19][C:20]([O:26][CH2:2][C:3]#[N:4])=[C:21]([O:24][CH3:25])[CH:22]=3)[N:17]=[CH:16][N:15]=2)[CH:9]=[CH:10][C:11]=1[Cl:12], predict the reactants needed to synthesize it. (6) Given the product [Cl:15][C:12]1[CH:13]=[CH:14][C:9]([O:8][CH2:7][C:6]([OH:18])=[O:5])=[C:10]([C:16]#[CH:17])[CH:11]=1, predict the reactants needed to synthesize it. The reactants are: C([O:5][C:6](=[O:18])[CH2:7][O:8][C:9]1[CH:14]=[CH:13][C:12]([Cl:15])=[CH:11][C:10]=1[C:16]#[CH:17])(C)(C)C.Cl.O1CCOCC1. (7) Given the product [CH:1]([NH:4][C:5]1[C:6]2[CH:17]=[C:16]([C:18]([F:21])([F:19])[F:20])[CH:15]=[CH:14][C:7]=2[S:8][C:9]=1[C:10]([O:12][CH3:13])=[O:11])=[O:2], predict the reactants needed to synthesize it. The reactants are: [CH:1](O)=[O:2].[NH2:4][C:5]1[C:6]2[CH:17]=[C:16]([C:18]([F:21])([F:20])[F:19])[CH:15]=[CH:14][C:7]=2[S:8][C:9]=1[C:10]([O:12][CH3:13])=[O:11]. (8) Given the product [O:7]([C:8]1[CH:9]=[N:10][CH:11]=[C:12]([C:33]2[CH:32]=[CH:31][C:30]([O:29][C:28]([F:27])([F:39])[F:40])=[CH:35][CH:34]=2)[CH:13]=1)[C@@H:6]1[S:15][CH2:16][C@@H:17]([OH:23])[C@H:18]([OH:19])[C@H:5]1[OH:4], predict the reactants needed to synthesize it. The reactants are: C([O:4][C@@H:5]1[C@@H:18]([O:19]C(=O)C)[C@H:17]([O:23]C(=O)C)[CH2:16][S:15][C@H:6]1[O:7][C:8]1[CH:9]=[N:10][CH:11]=[C:12](Br)[CH:13]=1)(=O)C.[F:27][C:28]([F:40])([F:39])[O:29][C:30]1[CH:35]=[CH:34][C:33](B(O)O)=[CH:32][CH:31]=1.[F-].[Cs+]. (9) The reactants are: [NH2:1][C:2]1[CH:3]=[C:4]([CH2:8][CH2:9][C:10]([O:12][C:13]([CH3:16])([CH3:15])[CH3:14])=[O:11])[CH:5]=[CH:6][CH:7]=1.[F:17][C:18]([F:44])([F:43])[CH:19]([CH3:42])[CH:20]([C:24]1[CH:29]=[CH:28][C:27]([CH2:30][N:31]2[CH2:39][C:38]3[C:33](=[CH:34][CH:35]=[CH:36][C:37]=3[F:40])[C:32]2=[O:41])=[CH:26][CH:25]=1)[C:21](O)=[O:22].O.ON1C2C=CC=CC=2N=N1.CCN(C(C)C)C(C)C.CN(C(ON1N=NC2C=CC=NC1=2)=[N+](C)C)C.F[P-](F)(F)(F)(F)F. Given the product [F:44][C:18]([F:17])([F:43])[CH:19]([CH3:42])[CH:20]([C:24]1[CH:25]=[CH:26][C:27]([CH2:30][N:31]2[CH2:39][C:38]3[C:33](=[CH:34][CH:35]=[CH:36][C:37]=3[F:40])[C:32]2=[O:41])=[CH:28][CH:29]=1)[C:21]([NH:1][C:2]1[CH:3]=[C:4]([CH2:8][CH2:9][C:10]([O:12][C:13]([CH3:16])([CH3:15])[CH3:14])=[O:11])[CH:5]=[CH:6][CH:7]=1)=[O:22], predict the reactants needed to synthesize it. (10) The reactants are: [NH:1]1[CH:5]=[N:4][C:3]([S:6][CH2:7][CH2:8][OH:9])=[N:2]1.[H-].[Na+].Cl[C:13]1[CH:18]=[C:17]([C:19]#[N:20])[CH:16]=[CH:15][N:14]=1.Cl. Given the product [NH:1]1[CH:5]=[N:4][C:3]([S:6][CH2:7][CH2:8][O:9][C:13]2[CH:18]=[C:17]([C:19]#[N:20])[CH:16]=[CH:15][N:14]=2)=[N:2]1, predict the reactants needed to synthesize it.